This data is from Forward reaction prediction with 1.9M reactions from USPTO patents (1976-2016). The task is: Predict the product of the given reaction. (1) Given the reactants C([O:3][C:4](=[O:33])[C:5]([CH3:32])([CH3:31])[CH2:6][NH:7][C:8]([C:10]1[N:11]=[C:12]([C:29]#[N:30])[C:13]2[C:18]([C:19]=1[OH:20])=[CH:17][CH:16]=[C:15]([O:21][C:22]1[CH:27]=[CH:26][CH:25]=[C:24]([Cl:28])[CH:23]=1)[CH:14]=2)=[O:9])C.O.CCOC(C)=O.Cl, predict the reaction product. The product is: [Cl:28][C:24]1[CH:23]=[C:22]([CH:27]=[CH:26][CH:25]=1)[O:21][C:15]1[CH:14]=[C:13]2[C:18]([C:19]([OH:20])=[C:10]([C:8]([NH:7][CH2:6][C:5]([CH3:32])([CH3:31])[C:4]([OH:33])=[O:3])=[O:9])[N:11]=[C:12]2[C:29]#[N:30])=[CH:17][CH:16]=1. (2) Given the reactants [C:1]1([C@@H:7]([NH:9][C:10]2[N:15]=[C:14]([N:16]3[C:20]4[CH:21]=[CH:22][C:23]([NH:25][C:26](=O)[C:27]5[CH:32]=[CH:31][CH:30]=[N:29][CH:28]=5)=[CH:24][C:19]=4[N:18]=[CH:17]3)[CH:13]=[N:12][CH:11]=2)[CH3:8])[CH:6]=[CH:5][CH:4]=[CH:3][CH:2]=1.[H-].[H-].[H-].[H-].[Li+].[Al+3], predict the reaction product. The product is: [C:1]1([C@@H:7]([NH:9][C:10]2[N:15]=[C:14]([N:16]3[C:20]4[CH:21]=[CH:22][C:23]([NH:25][CH2:26][C:27]5[CH:28]=[N:29][CH:30]=[CH:31][CH:32]=5)=[CH:24][C:19]=4[N:18]=[CH:17]3)[CH:13]=[N:12][CH:11]=2)[CH3:8])[CH:2]=[CH:3][CH:4]=[CH:5][CH:6]=1. (3) Given the reactants [CH2:1](OC(C1(CCCCSC)CCC1)=O)[CH3:2].[CH2:16]([O:18][C:19]([C:21]1([CH2:25][CH2:26][CH2:27][CH2:28][S:29]([CH3:32])(=[O:31])=[O:30])[CH2:24][CH2:23][CH2:22]1)=[O:20])[CH3:17], predict the reaction product. The product is: [CH2:16]([O:18][C:19]([C:21]1([CH2:25][CH2:26][CH2:27][CH2:28][S:29]([CH3:32])(=[O:30])=[O:31])[CH2:24][CH2:23][CH:22]1[CH2:1][CH3:2])=[O:20])[CH3:17]. (4) The product is: [Cl:11][C:4]1[N:3]=[C:2]([NH:13][CH3:12])[C:7]([N+:8]([O-:10])=[O:9])=[CH:6][CH:5]=1. Given the reactants Cl[C:2]1[C:7]([N+:8]([O-:10])=[O:9])=[CH:6][CH:5]=[C:4]([Cl:11])[N:3]=1.[CH3:12][NH2:13], predict the reaction product.